Dataset: NCI-60 drug combinations with 297,098 pairs across 59 cell lines. Task: Regression. Given two drug SMILES strings and cell line genomic features, predict the synergy score measuring deviation from expected non-interaction effect. (1) Drug 1: C1=C(C(=O)NC(=O)N1)N(CCCl)CCCl. Drug 2: CC1=C(C(=CC=C1)Cl)NC(=O)C2=CN=C(S2)NC3=CC(=NC(=N3)C)N4CCN(CC4)CCO. Cell line: COLO 205. Synergy scores: CSS=38.7, Synergy_ZIP=13.2, Synergy_Bliss=15.0, Synergy_Loewe=9.31, Synergy_HSA=9.40. (2) Drug 1: CC1=C2C(C(=O)C3(C(CC4C(C3C(C(C2(C)C)(CC1OC(=O)C(C(C5=CC=CC=C5)NC(=O)OC(C)(C)C)O)O)OC(=O)C6=CC=CC=C6)(CO4)OC(=O)C)OC)C)OC. Drug 2: C1CC(=O)NC(=O)C1N2CC3=C(C2=O)C=CC=C3N. Cell line: NCI-H460. Synergy scores: CSS=77.2, Synergy_ZIP=20.8, Synergy_Bliss=24.0, Synergy_Loewe=12.0, Synergy_HSA=25.1. (3) Drug 1: C1=CC(=CC=C1CCC2=CNC3=C2C(=O)NC(=N3)N)C(=O)NC(CCC(=O)O)C(=O)O. Drug 2: CC1=C(C(CCC1)(C)C)C=CC(=CC=CC(=CC(=O)O)C)C. Cell line: K-562. Synergy scores: CSS=27.2, Synergy_ZIP=-5.78, Synergy_Bliss=-8.24, Synergy_Loewe=-3.44, Synergy_HSA=-2.79. (4) Drug 1: CC12CCC(CC1=CCC3C2CCC4(C3CC=C4C5=CN=CC=C5)C)O. Drug 2: C1=CC=C(C=C1)NC(=O)CCCCCCC(=O)NO. Cell line: SNB-75. Synergy scores: CSS=9.74, Synergy_ZIP=-1.99, Synergy_Bliss=-0.854, Synergy_Loewe=-8.64, Synergy_HSA=-1.06. (5) Drug 1: C1=CC=C(C(=C1)C(C2=CC=C(C=C2)Cl)C(Cl)Cl)Cl. Drug 2: CC1C(C(CC(O1)OC2CC(CC3=C2C(=C4C(=C3O)C(=O)C5=CC=CC=C5C4=O)O)(C(=O)C)O)N)O. Cell line: IGROV1. Synergy scores: CSS=50.7, Synergy_ZIP=-7.11, Synergy_Bliss=-6.66, Synergy_Loewe=-21.0, Synergy_HSA=-4.06. (6) Drug 1: C1CCC(C1)C(CC#N)N2C=C(C=N2)C3=C4C=CNC4=NC=N3. Drug 2: CCCCC(=O)OCC(=O)C1(CC(C2=C(C1)C(=C3C(=C2O)C(=O)C4=C(C3=O)C=CC=C4OC)O)OC5CC(C(C(O5)C)O)NC(=O)C(F)(F)F)O. Cell line: HOP-92. Synergy scores: CSS=7.16, Synergy_ZIP=-2.84, Synergy_Bliss=-2.18, Synergy_Loewe=-1.01, Synergy_HSA=-1.13. (7) Drug 1: COC1=CC(=CC(=C1O)OC)C2C3C(COC3=O)C(C4=CC5=C(C=C24)OCO5)OC6C(C(C7C(O6)COC(O7)C8=CC=CS8)O)O. Drug 2: C1=CC(=CC=C1CCCC(=O)O)N(CCCl)CCCl. Cell line: U251. Synergy scores: CSS=62.2, Synergy_ZIP=-7.43, Synergy_Bliss=-5.61, Synergy_Loewe=-4.14, Synergy_HSA=0.411. (8) Drug 1: C1=CC(=CC=C1CCC2=CNC3=C2C(=O)NC(=N3)N)C(=O)NC(CCC(=O)O)C(=O)O. Drug 2: COCCOC1=C(C=C2C(=C1)C(=NC=N2)NC3=CC=CC(=C3)C#C)OCCOC.Cl. Cell line: NCI/ADR-RES. Synergy scores: CSS=16.0, Synergy_ZIP=-2.77, Synergy_Bliss=0.158, Synergy_Loewe=0.146, Synergy_HSA=2.86.